Dataset: Full USPTO retrosynthesis dataset with 1.9M reactions from patents (1976-2016). Task: Predict the reactants needed to synthesize the given product. (1) Given the product [F:19][C:20]1[C:40]([N:41]2[CH2:42][CH2:43][O:44][CH2:45][CH2:46]2)=[CH:39][C:23]2[NH:24][C:25]([C:27]3[C:31]([NH:32][C:7]([N:1]4[CH2:6][CH2:5][CH2:4][CH2:3][CH2:2]4)=[O:8])=[CH:30][N:29]([CH:33]4[CH2:38][CH2:37][CH2:36][CH2:35][O:34]4)[N:28]=3)=[N:26][C:22]=2[CH:21]=1, predict the reactants needed to synthesize it. The reactants are: [N:1]1([C:7](Cl)=[O:8])[CH2:6][CH2:5][CH2:4][CH2:3][CH2:2]1.C(N(CC)C(C)C)(C)C.[F:19][C:20]1[C:40]([N:41]2[CH2:46][CH2:45][O:44][CH2:43][CH2:42]2)=[CH:39][C:23]2[NH:24][C:25]([C:27]3[C:31]([NH2:32])=[CH:30][N:29]([CH:33]4[CH2:38][CH2:37][CH2:36][CH2:35][O:34]4)[N:28]=3)=[N:26][C:22]=2[CH:21]=1. (2) Given the product [Br:1][C:2]1[N:7]=[C:6]([CH2:8][CH2:9][O:10][CH2:11][N:12]2[C:16]3[CH:17]=[CH:18][CH:19]=[CH:20][C:15]=3[N:14]=[C:13]2[NH:21][CH:22]2[CH2:27][CH2:26][NH:25][CH2:24][CH2:23]2)[CH:5]=[CH:4][CH:3]=1, predict the reactants needed to synthesize it. The reactants are: [Br:1][C:2]1[N:7]=[C:6]([CH2:8][CH2:9][O:10][CH2:11][N:12]2[C:16]3[CH:17]=[CH:18][CH:19]=[CH:20][C:15]=3[N:14]=[C:13]2[NH:21][CH:22]2[CH2:27][CH2:26][N:25](C(OC(C)(C)C)=O)[CH2:24][CH2:23]2)[CH:5]=[CH:4][CH:3]=1. (3) Given the product [Cl:15][C:7]1[CH:8]=[C:9]2[C:4](=[CH:5][CH:6]=1)[N:3]=[C:2]([NH:16][C@H:17]([C:18](=[O:19])[NH:20][C:21]1[CH:22]=[CH:23][CH:24]=[CH:25][CH:26]=1)[CH2:27][C:28]1[CH:33]=[CH:32][CH:31]=[CH:30][CH:29]=1)[C:11]([C:12]([OH:14])=[O:13])=[CH:10]2, predict the reactants needed to synthesize it. The reactants are: Cl[C:2]1[C:11]([C:12]([OH:14])=[O:13])=[CH:10][C:9]2[C:4](=[CH:5][CH:6]=[C:7]([Cl:15])[CH:8]=2)[N:3]=1.[NH2:16][C@@H:17]([CH2:27][C:28]1[CH:33]=[CH:32][CH:31]=[CH:30][CH:29]=1)[C:18]([NH:20][C:21]1[CH:26]=[CH:25][CH:24]=[CH:23][CH:22]=1)=[O:19]. (4) Given the product [ClH:1].[CH2:13]([NH:20][CH2:11][C:9]1[NH:8][C:7]2=[C:2]([Cl:1])[N:3]=[CH:4][CH:5]=[C:6]2[CH:10]=1)[C:14]1[CH:19]=[CH:18][CH:17]=[CH:16][CH:15]=1, predict the reactants needed to synthesize it. The reactants are: [Cl:1][C:2]1[N:3]=[CH:4][CH:5]=[C:6]2[CH:10]=[C:9]([CH:11]=O)[NH:8][C:7]=12.[CH2:13]([NH2:20])[C:14]1[CH:19]=[CH:18][CH:17]=[CH:16][CH:15]=1.[BH4-].[Na+]. (5) Given the product [CH:54]([O:57][C:58](=[O:65])[C:59]([CH3:63])([CH3:64])[C:60]([O:62][CH2:35][O:34][C:32]1[N:31]([C:37]2[N:42]=[CH:41][CH:40]=[CH:39][N:38]=2)[N:30]=[C:29]([C@H:15]([NH:14][C:11]2[CH:12]=[CH:13][C:8]([C:7]([NH2:43])=[N:6][C:5]([O:4][CH2:3][C:2]([CH3:46])([CH3:45])[CH3:1])=[O:44])=[CH:9][CH:10]=2)[C:16]2[CH:21]=[C:20]([O:22][CH3:23])[CH:19]=[C:18]([O:24][CH2:25][CH2:26][OH:27])[C:17]=2[F:28])[N:33]=1)=[O:61])([CH3:56])[CH3:55], predict the reactants needed to synthesize it. The reactants are: [CH3:1][C:2]([CH3:46])([CH3:45])[CH2:3][O:4][C:5](=[O:44])[N:6]=[C:7]([NH2:43])[C:8]1[CH:13]=[CH:12][C:11]([NH:14][CH:15]([C:29]2[N:33]=[C:32]([O:34][CH2:35]Cl)[N:31]([C:37]3[N:42]=[CH:41][CH:40]=[CH:39][N:38]=3)[N:30]=2)[C:16]2[CH:21]=[C:20]([O:22][CH3:23])[CH:19]=[C:18]([O:24][CH2:25][CH2:26][OH:27])[C:17]=2[F:28])=[CH:10][CH:9]=1.C(=O)([O-])O.[K+].[I-].[Na+].[CH:54]([O:57][C:58](=[O:65])[C:59]([CH3:64])([CH3:63])[C:60]([OH:62])=[O:61])([CH3:56])[CH3:55]. (6) Given the product [Br:12][CH:8]([CH:5]1[CH2:7][CH2:6]1)[C:9]([O:11][CH2:20][CH3:21])=[O:10], predict the reactants needed to synthesize it. The reactants are: S(Cl)(Cl)=O.[CH:5]1([CH2:8][C:9]([OH:11])=[O:10])[CH2:7][CH2:6]1.[Br:12]N1C(=O)CCC1=O.[CH2:20](O)[CH3:21]. (7) Given the product [NH:13]1[CH2:10][CH2:2][CH2:3][C@H:4]1[C:5]([OH:7])=[O:6].[NH2:1][C@:2]1([C@H:10]([CH3:12])[OH:11])[O:7][C:5](=[O:6])[C:4]([OH:8])=[C:3]1[O-:9], predict the reactants needed to synthesize it. The reactants are: [NH2:1][C@:2]1([C@H:10]([CH3:12])[OH:11])[O:7][C:5](=[O:6])[C:4]([OH:8])=[C:3]1[O-:9].[NH:13]1CCC[C@H]1C(Cl)=O. (8) Given the product [CH3:22][O:21][C:19]([C:18]1[CH:23]=[CH:24][C:15]([NH:14][S:2]([C:5]2[CH:6]=[C:7]([CH:11]=[CH:12][CH:13]=2)[C:8]([OH:10])=[O:9])(=[O:4])=[O:3])=[CH:16][CH:17]=1)=[O:20], predict the reactants needed to synthesize it. The reactants are: Cl[S:2]([C:5]1[CH:6]=[C:7]([CH:11]=[CH:12][CH:13]=1)[C:8]([OH:10])=[O:9])(=[O:4])=[O:3].[NH2:14][C:15]1[CH:24]=[CH:23][C:18]([C:19]([O:21][CH3:22])=[O:20])=[CH:17][CH:16]=1. (9) Given the product [OH:23][C:19]1[CH:18]=[C:17](/[CH:16]=[CH:15]/[CH2:14][NH:13][C:9]2[N:8]=[C:7]([CH3:24])[C:6]([C:4]([OH:5])=[O:3])=[C:11]([CH3:12])[N:10]=2)[CH:22]=[CH:21][CH:20]=1, predict the reactants needed to synthesize it. The reactants are: C([O:3][C:4]([C:6]1[C:7]([CH3:24])=[N:8][C:9]([NH:13][CH2:14]/[CH:15]=[CH:16]/[C:17]2[CH:22]=[CH:21][CH:20]=[C:19]([OH:23])[CH:18]=2)=[N:10][C:11]=1[CH3:12])=[O:5])C.O.[OH-].[Li+].O1CCOCC1.